Task: Regression/Classification. Given a drug SMILES string, predict its absorption, distribution, metabolism, or excretion properties. Task type varies by dataset: regression for continuous measurements (e.g., permeability, clearance, half-life) or binary classification for categorical outcomes (e.g., BBB penetration, CYP inhibition). Dataset: cyp3a4_veith.. Dataset: CYP3A4 inhibition data for predicting drug metabolism from PubChem BioAssay The drug is COc1ccc(O[C@H]2C=C[C@@H](c3ccccc3)O[C@@H]2CO/N=C(\C)CCN2CCc3nc(-c4ccccc4)c(-c4ccccc4)cc3C2)cc1. The result is 0 (non-inhibitor).